From a dataset of Full USPTO retrosynthesis dataset with 1.9M reactions from patents (1976-2016). Predict the reactants needed to synthesize the given product. (1) Given the product [N:30]1[CH:31]=[CH:32][CH:33]=[N:34][C:29]=1[C:21]1[O:22][C:23]2=[CH:24][N:25]=[CH:26][CH:27]=[C:28]2[C:20]=1[NH:1][C:2]1[CH:10]=[CH:9][CH:8]=[C:7]2[C:3]=1[CH:4]=[N:5][N:6]2[C:11](=[O:13])[CH3:12], predict the reactants needed to synthesize it. The reactants are: [NH2:1][C:2]1[CH:10]=[CH:9][CH:8]=[C:7]2[C:3]=1[CH:4]=[N:5][N:6]2[C:11](=[O:13])[CH3:12].FC(F)(F)S(O[C:20]1[C:28]2[C:23](=[CH:24][N:25]=[CH:26][CH:27]=2)[O:22][C:21]=1[C:29]1[N:34]=[CH:33][CH:32]=[CH:31][N:30]=1)(=O)=O.P([O-])([O-])([O-])=O.[K+].[K+].[K+].CC1(C)C2C(=C(P(C3C=CC=CC=3)C3C=CC=CC=3)C=CC=2)OC2C(P(C3C=CC=CC=3)C3C=CC=CC=3)=CC=CC1=2. (2) Given the product [CH2:21]([N:20]1[C:19]2[C:18]([NH:34][C:33]3[CH:35]=[CH:36][C:37]([O:38][C:39]4[CH:40]=[N:41][C:42]([CH3:45])=[CH:43][CH:44]=4)=[C:31]([CH3:30])[CH:32]=3)=[N:17][CH:16]=[N:15][C:14]=2[CH:13]=[C:12]1/[CH:11]=[CH:10]/[CH2:9][OH:8])[CH3:22], predict the reactants needed to synthesize it. The reactants are: [Si]([O:8][CH2:9]/[CH:10]=[CH:11]/[C:12]1[N:20]([CH2:21][CH3:22])[C:19]2[C:18](OC3C=CC=CC=3)=[N:17][CH:16]=[N:15][C:14]=2[CH:13]=1)(C(C)(C)C)(C)C.[CH3:30][C:31]1[CH:32]=[C:33]([CH:35]=[CH:36][C:37]=1[O:38][C:39]1[CH:40]=[N:41][C:42]([CH3:45])=[CH:43][CH:44]=1)[NH2:34].Cl.N1C=CC=CC=1.C1(O)C=CC=CC=1.